From a dataset of Full USPTO retrosynthesis dataset with 1.9M reactions from patents (1976-2016). Predict the reactants needed to synthesize the given product. (1) Given the product [NH2:40][C:36]1([C:33]2[CH:34]=[CH:35][C:30]([C:22]3[O:21][C:19]4[N:20]=[C:15]([N:12]5[CH2:11][CH2:10][CH:9]([OH:8])[CH2:14][CH2:13]5)[N:16]=[C:17]([O:48][CH3:49])[C:18]=4[C:23]=3[C:24]3[CH:29]=[CH:28][CH:27]=[CH:26][CH:25]=3)=[CH:31][CH:32]=2)[CH2:39][CH2:38][CH2:37]1, predict the reactants needed to synthesize it. The reactants are: C(O)(C(F)(F)F)=O.[OH:8][CH:9]1[CH2:14][CH2:13][N:12]([C:15]2[N:16]=[C:17]([O:48][CH3:49])[C:18]3[C:23]([C:24]4[CH:29]=[CH:28][CH:27]=[CH:26][CH:25]=4)=[C:22]([C:30]4[CH:35]=[CH:34][C:33]([C:36]5([NH:40]C(=O)OC(C)(C)C)[CH2:39][CH2:38][CH2:37]5)=[CH:32][CH:31]=4)[O:21][C:19]=3[N:20]=2)[CH2:11][CH2:10]1. (2) Given the product [CH3:17][C@@H:13]1[CH2:14][CH2:15][CH2:16][N:12]1[CH2:11][CH2:10][C:8]1[O:9][C:5]2[CH:4]=[CH:3][C:2]([C:21]3[CH:22]=[CH:23][CH:24]=[CH:25][C:20]=3[CH3:19])=[CH:18][C:6]=2[CH:7]=1, predict the reactants needed to synthesize it. The reactants are: Br[C:2]1[CH:3]=[CH:4][C:5]2[O:9][C:8]([CH2:10][CH2:11][N:12]3[CH2:16][CH2:15][CH2:14][C@H:13]3[CH3:17])=[CH:7][C:6]=2[CH:18]=1.[CH3:19][C:20]1[CH:25]=[CH:24][CH:23]=[CH:22][C:21]=1B(O)O.C([O-])([O-])=O.[Na+].[Na+]. (3) Given the product [CH3:10][C:9]1[CH:8]=[C:5]([CH:4]=[C:3]([CH3:11])[C:2]=1[O:1][CH2:19][C@@H:20]1[CH2:21][CH2:22][C:23](=[O:25])[NH:24]1)[CH:6]=[O:7], predict the reactants needed to synthesize it. The reactants are: [OH:1][C:2]1[C:9]([CH3:10])=[CH:8][C:5]([CH:6]=[O:7])=[CH:4][C:3]=1[CH3:11].C([O-])([O-])=O.[K+].[K+].Br[CH2:19][C@H:20]1[NH:24][C:23](=[O:25])[CH2:22][CH2:21]1. (4) Given the product [CH3:17][N:18]([CH3:22])[C:19](=[S:20])[O:8][C:5]1[CH:6]=[CH:7][C:2]([I:1])=[CH:3][CH:4]=1, predict the reactants needed to synthesize it. The reactants are: [I:1][C:2]1[CH:7]=[CH:6][C:5]([OH:8])=[CH:4][CH:3]=1.N12CCN(CC1)CC2.[CH3:17][N:18]([CH3:22])[C:19](Cl)=[S:20].O. (5) Given the product [Br:1][C:2]1[CH:3]=[N:4][CH:5]=[CH:6][C:7]=1[N:8]=[C:9]=[S:10], predict the reactants needed to synthesize it. The reactants are: [Br:1][C:2]1[CH:3]=[N:4][CH:5]=[CH:6][C:7]=1[NH2:8].[C:9](Cl)(Cl)=[S:10].